This data is from Forward reaction prediction with 1.9M reactions from USPTO patents (1976-2016). The task is: Predict the product of the given reaction. (1) The product is: [CH3:60][O:61][C:62](=[O:63])[NH:64][C@H:65]([C:69]1[CH:74]=[CH:73][CH:72]=[CH:71][CH:70]=1)[C:51]([N:44]1[CH2:45][C@@H:46]([CH2:48][O:49][CH3:50])[CH2:47][C@H:43]1[C:41]1[NH:40][C:39]2[C:58]3[C:35]([CH:36]=[CH:37][C:38]=2[N:42]=1)=[CH:34][C:33]1[C:27]2[C:28]([CH2:30][O:31][C:32]=1[CH:59]=3)=[CH:29][C:24]([C:21]1[NH:20][C:19]([C@@H:14]3[CH2:15][C@H:16]([CH3:18])[CH2:17][N:13]3[C:11](=[O:12])[C@@H:6]([NH:5][C:3]([O:2][CH3:1])=[O:4])[C@H:7]([CH3:8])[CH2:9][CH3:10])=[N:23][CH:22]=1)=[CH:25][CH:26]=2)=[O:52]. Given the reactants [CH3:1][O:2][C:3]([NH:5][C@H:6]([C:11]([N:13]1[CH2:17][C@@H:16]([CH3:18])[CH2:15][C@H:14]1[C:19]1[NH:20][C:21]([C:24]2[CH:29]=[C:28]3[CH2:30][O:31][C:32]4[CH:59]=[C:58]5[C:35]([CH:36]=[CH:37][C:38]6[N:42]=[C:41]([C@@H:43]7[CH2:47][C@H:46]([CH2:48][O:49][CH3:50])[CH2:45][N:44]7[C:51](OC(C)(C)C)=[O:52])[NH:40][C:39]=65)=[CH:34][C:33]=4[C:27]3=[CH:26][CH:25]=2)=[CH:22][N:23]=1)=[O:12])[C@@H:7]([CH2:9][CH3:10])[CH3:8])=[O:4].[CH3:60][O:61][C:62]([NH:64][C@H:65]([C:69]1[CH:74]=[CH:73][CH:72]=[CH:71][CH:70]=1)C(O)=O)=[O:63].CCOC(C(C#N)=NOC(N1CCOCC1)=[N+](C)C)=O.F[P-](F)(F)(F)(F)F.C(N(C(C)C)CC)(C)C, predict the reaction product. (2) The product is: [C:1]([C:4]1[CH:24]=[CH:23][CH:22]=[CH:21][C:5]=1[O:6][C:7]1[CH:12]=[N:11][NH:10][C:9](=[O:19])[C:8]=1[Cl:20])(=[O:3])[CH3:2]. Given the reactants [C:1]([C:4]1[CH:24]=[CH:23][CH:22]=[CH:21][C:5]=1[O:6][C:7]1[CH:12]=[N:11][N:10](C2CCCCO2)[C:9](=[O:19])[C:8]=1[Cl:20])(=[O:3])[CH3:2].Cl.O, predict the reaction product. (3) Given the reactants [CH3:1][C:2]1[CH:3]=[C:4]([O:9][CH2:10][C:11]([CH3:17])([CH3:16])[C:12]([O:14][CH3:15])=[O:13])[CH:5]=[CH:6][C:7]=1C.[Cl:18][S:19]([OH:22])(=O)=[O:20].Cl[CH2:24]Cl, predict the reaction product. The product is: [Cl:18][S:19]([C:7]1[C:6]([CH3:24])=[CH:5][C:4]([O:9][CH2:10][C:11]([CH3:16])([CH3:17])[C:12]([O:14][CH3:15])=[O:13])=[CH:3][C:2]=1[CH3:1])(=[O:22])=[O:20]. (4) Given the reactants [CH3:1][C:2]1[N:3]=[N:4][N:5]([CH2:11][C:12]([O:14][CH2:15][CH3:16])=[O:13])[C:6]=1[Si](C)(C)C.F, predict the reaction product. The product is: [CH3:1][C:2]1[N:3]=[N:4][N:5]([CH2:11][C:12]([O:14][CH2:15][CH3:16])=[O:13])[CH:6]=1. (5) Given the reactants Cl.CN(C)CCCN=C=NCC.ON1C2C=CC=CC=2N=N1.[NH2:23][C:24]1[C:39]([OH:40])=[CH:38][CH:37]=[CH:36][C:25]=1[C:26]([NH:28][C:29]1[CH:34]=[CH:33][C:32]([Cl:35])=[CH:31][N:30]=1)=[O:27].[CH3:41][N:42]1[CH:47]=[CH:46][C:45](=[O:48])[C:44]([C:49]2[CH:57]=[CH:56][C:52]([C:53](O)=[O:54])=[CH:51][CH:50]=2)=[CH:43]1, predict the reaction product. The product is: [ClH:35].[Cl:35][C:32]1[CH:33]=[CH:34][C:29]([NH:28][C:26](=[O:27])[C:25]2[CH:36]=[CH:37][CH:38]=[C:39]([OH:40])[C:24]=2[NH:23][C:53](=[O:54])[C:52]2[CH:51]=[CH:50][C:49]([C:44]3[C:45](=[O:48])[CH:46]=[CH:47][N:42]([CH3:41])[CH:43]=3)=[CH:57][CH:56]=2)=[N:30][CH:31]=1.